From a dataset of Reaction yield outcomes from USPTO patents with 853,638 reactions. Predict the reaction yield, written as a fraction of the theoretical maximum amount of product (1.0 means a 100% yield; for example, 0.34 means a 34% yield). (1) The reactants are FC1C=CC(C2C=NC(N3CCN(S(C[C@H](C(C)C)C([NH:27][OH:28])=O)(=O)=O)CC3)=NC=2)=CC=1.[F:32][C:33]1[CH:38]=[CH:37][C:36]([C:39]2[CH:40]=[CH:41][C:42]([O:45][CH:46]3[CH2:51][CH2:50][N:49]([S:52]([CH2:55][C@H:56]([CH:60]([CH3:62])[CH3:61])[C:57](O)=[O:58])(=[O:54])=[O:53])[CH2:48][CH2:47]3)=[N:43][CH:44]=2)=[CH:35][CH:34]=1. No catalyst specified. The product is [F:32][C:33]1[CH:34]=[CH:35][C:36]([C:39]2[CH:40]=[CH:41][C:42]([O:45][CH:46]3[CH2:51][CH2:50][N:49]([S:52]([CH2:55][C@H:56]([CH:60]([CH3:61])[CH3:62])[C:57]([NH:27][OH:28])=[O:58])(=[O:54])=[O:53])[CH2:48][CH2:47]3)=[N:43][CH:44]=2)=[CH:37][CH:38]=1. The yield is 0.530. (2) The reactants are Cl[C:2]1[N:3]=[C:4]([N:14]2[CH2:19][CH2:18][O:17][CH2:16][C@@H:15]2[CH3:20])[C:5]2[CH2:10][N:9]([CH:11]([CH3:13])[CH3:12])[CH2:8][C:6]=2[N:7]=1.[F:21][C:22]1[CH:23]=[C:24]([NH:37][C:38]([NH:40][CH2:41][CH2:42][OH:43])=[O:39])[CH:25]=[CH:26][C:27]=1B1OC(C)(C)C(C)(C)O1.ClCCl.C(=O)([O-])[O-].[Na+].[Na+].COC1CCCC1. The catalyst is C1C=CC(P(C2C=CC=CC=2)[C-]2C=CC=C2)=CC=1.C1C=CC(P(C2C=CC=CC=2)[C-]2C=CC=C2)=CC=1.Cl[Pd]Cl.[Fe+2].CCO.O. The product is [F:21][C:22]1[CH:23]=[C:24]([NH:37][C:38]([NH:40][CH2:41][CH2:42][OH:43])=[O:39])[CH:25]=[CH:26][C:27]=1[C:2]1[N:3]=[C:4]([N:14]2[CH2:19][CH2:18][O:17][CH2:16][C@@H:15]2[CH3:20])[C:5]2[CH2:10][N:9]([CH:11]([CH3:13])[CH3:12])[CH2:8][C:6]=2[N:7]=1. The yield is 0.0500. (3) The reactants are [N+:1]([C:4]1[CH:9]=[CH:8][CH:7]=[CH:6][C:5]=1[S:10](Cl)(=[O:12])=[O:11])([O-:3])=[O:2].C(=O)([O-])[O-].[Na+].[Na+].[CH3:20][NH:21][CH3:22]. The catalyst is O1CCOCC1.O1CCCC1. The product is [CH3:20][N:21]([CH3:22])[S:10]([C:5]1[CH:6]=[CH:7][CH:8]=[CH:9][C:4]=1[N+:1]([O-:3])=[O:2])(=[O:12])=[O:11]. The yield is 0.940. (4) The reactants are [OH:1][C@H:2]1[CH2:6][CH2:5][N:4]([C:7]([O:9][CH2:10][C:11]2[CH:16]=[CH:15][CH:14]=[CH:13][CH:12]=2)=[O:8])[C@H:3]1[CH3:17].C[N+]1([O-])CCOCC1. The catalyst is C(#N)C.[Ru]([O-])(=O)(=O)=O.C([N+](CCC)(CCC)CCC)CC. The product is [CH3:17][C@H:3]1[C:2](=[O:1])[CH2:6][CH2:5][N:4]1[C:7]([O:9][CH2:10][C:11]1[CH:16]=[CH:15][CH:14]=[CH:13][CH:12]=1)=[O:8]. The yield is 0.890. (5) The reactants are [CH:1]1([S:4](Cl)(=[O:6])=[O:5])[CH2:3][CH2:2]1.C(N(CC)CC)C.Cl.[F:16][C:17]1[CH:22]=[C:21]([S:23]([CH3:26])(=[O:25])=[O:24])[CH:20]=[CH:19][C:18]=1[NH:27][C:28]1[C:29]2[O:36][CH:35]=[C:34]([CH:37]3[CH2:42][CH2:41][NH:40][CH2:39][CH2:38]3)[C:30]=2[N:31]=[CH:32][N:33]=1.O. The catalyst is C(#N)C. The product is [CH:1]1([S:4]([N:40]2[CH2:39][CH2:38][CH:37]([C:34]3[C:30]4[N:31]=[CH:32][N:33]=[C:28]([NH:27][C:18]5[CH:19]=[CH:20][C:21]([S:23]([CH3:26])(=[O:24])=[O:25])=[CH:22][C:17]=5[F:16])[C:29]=4[O:36][CH:35]=3)[CH2:42][CH2:41]2)(=[O:6])=[O:5])[CH2:3][CH2:2]1. The yield is 0.750. (6) The reactants are [CH3:1][N:2]([CH3:15])[CH2:3][CH2:4][O:5][C:6]1[CH:11]=[CH:10][CH:9]=[CH:8][C:7]=1[N+:12]([O-])=O. The catalyst is CCO.[Pd]. The product is [CH3:1][N:2]([CH3:15])[CH2:3][CH2:4][O:5][C:6]1[CH:11]=[CH:10][CH:9]=[CH:8][C:7]=1[NH2:12]. The yield is 0.850. (7) The reactants are ClC1N=CC2C(NCC(C3C=CC=CC=3)C3C=CC=CN=3)=CC=CC=2N=1.[CH3:27][N:28]([CH3:44])[C:29]1[CH:34]=[CH:33][C:32](B2OC(C)(C)C(C)(C)O2)=[CH:31][CH:30]=1.[C:45]1([CH:51]([C:75]2[CH:80]=[CH:79][CH:78]=[CH:77][N:76]=2)[CH2:52][NH:53][C:54]2[C:63]3[C:58](=[CH:59][CH:60]=[CH:61][CH:62]=3)[N:57]=[C:56](C3C=CC(NS(C)(=O)=O)=CC=3)[N:55]=2)[CH:50]=[CH:49][CH:48]=[CH:47][CH:46]=1. The catalyst is C1CCCCC1.CCOC(C)=O. The product is [CH3:44][N:28]([CH3:27])[C:29]1[CH:30]=[CH:31][C:32]([C:56]2[N:55]=[C:54]([NH:53][CH2:52][CH:51]([C:45]3[CH:50]=[CH:49][CH:48]=[CH:47][CH:46]=3)[C:75]3[CH:80]=[CH:79][CH:78]=[CH:77][N:76]=3)[C:63]3[C:58](=[CH:59][CH:60]=[CH:61][CH:62]=3)[N:57]=2)=[CH:33][CH:34]=1. The yield is 0.560.